The task is: Predict the product of the given reaction.. This data is from Forward reaction prediction with 1.9M reactions from USPTO patents (1976-2016). Given the reactants [CH3:1][O:2][C:3]1[CH:8]=[CH:7][C:6]([CH:9]2[O:13]C(=O)[NH:11][CH:10]2[CH2:15][C:16]2[CH:21]=[CH:20][C:19]([C:22]([F:25])([F:24])[F:23])=[CH:18][CH:17]=2)=[CH:5][CH:4]=1.[OH-].[Na+], predict the reaction product. The product is: [NH2:11][CH:10]([CH2:15][C:16]1[CH:21]=[CH:20][C:19]([C:22]([F:23])([F:24])[F:25])=[CH:18][CH:17]=1)[CH:9]([C:6]1[CH:5]=[CH:4][C:3]([O:2][CH3:1])=[CH:8][CH:7]=1)[OH:13].